From a dataset of Experimentally validated miRNA-target interactions with 360,000+ pairs, plus equal number of negative samples. Binary Classification. Given a miRNA mature sequence and a target amino acid sequence, predict their likelihood of interaction. (1) The miRNA is hsa-miR-708-5p with sequence AAGGAGCUUACAAUCUAGCUGGG. The protein sequence of the target gene is MCDDEETTALVCDNGSGLVKAGFAGDDAPRAVFPSIVGRPRHQGVMVGMGQKDSYVGDEAQSKRGILTLKYPIEHGIITNWDDMEKIWHHTFYNELRVAPEEHPTLLTEAPLNPKANREKMTQIMFETFNVPAMYVAIQAVLSLYASGRTTGIVLDSGDGVTHNVPIYEGYALPHAIMRLDLAGRDLTDYLMKILTERGYSFVTTAEREIVRDIKEKLCYVALDFENEMATAASSSSLEKSYELPDGQVITIGNERFRCPETLFQPSFIGMESAGIHETTYNSIMKCDIDIRKDLYANNV.... Result: 0 (no interaction). (2) The miRNA is mmu-miR-25-3p with sequence CAUUGCACUUGUCUCGGUCUGA. The protein sequence of the target gene is MAFANFRRILRLSTFEKRKSREYEHVRRDLDPNDVWEIVGELGDGAFGKVYKAKNKETGALAAAKVIETKSEEELEDYIVEIEILATCDHPYIVKLLGAYYYDGKLWIMIEFCPGGAVDAIMLELDRGLTEPQIQVVCRQMLEALNFLHGKRIIHRDLKAGNVLMTLEGDIRLADFGVSAKNLKTLQKRDSFIGTPYWMAPEVVLCETMKDAPYDYKADIWSLGITLIEMAQIEPPHHELNPMRVLLKIAKSDPPTLLTPSKWSVEFRDFLKIALDKNPETRPSAAQLLQHPFVSRVTSN.... Result: 1 (interaction). (3) The miRNA is hsa-miR-6885-5p with sequence AGGGGGGCACUGCGCAAGCAAAGCC. The protein sequence of the target gene is MSGFLEGLRCSECIDWGEKRNTIASIAAGVLFFTGWWIIIDAAVIYPTMKDFNHSYHACGVIATIAFLMINAVSNGQVRGDSYSEGCLGQTGARIWLFVGFMLAFGSLIASMWILFGGYVAKEKDIVYPGIAVFFQNAFIFFGGLVFKFGRTEDLWQ. Result: 1 (interaction). (4) The miRNA is hsa-miR-3654 with sequence GACUGGACAAGCUGAGGAA. The protein sequence of the target gene is MRGGENRPPARVQSSSEELELRHQSLDAFPGRRLPGRGIQPAAKMSSVGKVTQVPNGKAYQQIFQAEVQLVHSLAATRKRAAERSVTLKSGRIPMMKKVETPEGEVMSPRQQKWMHSLPNDWIMENPVLHREKERAKREKARESENTIAAREVRGLMDTIVPEKISTSTFQRQAEHKRKSYESALASFQEEIAQVGKEMEPLIVDTGGLFLKKLTESDEEMNRLFLKVENDTNLEDYTIQALLELWDKVAGRLLLRKQEIKELDEALHSLEFSRTDKLKSVLKKYAEVIEKTSYLMRPEV.... Result: 0 (no interaction). (5) The miRNA is hsa-miR-4723-5p with sequence UGGGGGAGCCAUGAGAUAAGAGCA. The protein sequence of the target gene is MAAVTMSVPGRKAPPRPGPVPEAAQPFLFTPRGPSAGGGPGSGTSPQVEWTARRLVWVPSELHGFEAAALRDEGEEEAEVELAESGRRLRLPRDQIQRMNPPKFSKAEDMAELTCLNEASVLHNLRERYYSGLIYTYSGLFCVVINPYKQLPIYTEAIVEMYRGKKRHEVPPHVYAVTEGAYRSMLQDREDQSILCTGESGAGKTENTKKVIQYLAHVASSPKGRKEPGVPGELERQLLQANPILEAFGNAKTVKNDNSSRFGKFIRINFDVAGYIVGANIETYLLEKSRAIRQAKDECS.... Result: 1 (interaction). (6) The miRNA is hsa-miR-3159 with sequence UAGGAUUACAAGUGUCGGCCAC. The protein sequence of the target gene is MASILRSPQALQLTLALIKPDAVAHPLILEAVHQQILSNKFLIVRMRELLWRKEDCQRFYREHEGRFFYQRLVEFMASGPIRAYILAHKDAIQLWRTLMGPTRVFRARHVAPDSIRGSFGLTDTRNTTHGSDSVVSASREIAAFFPDFSEQRWYEEEEPQLRCGPVCYSPEGGVHYVAGTGGLGPA. Result: 1 (interaction). (7) The miRNA is hsa-miR-208b-5p with sequence AAGCUUUUUGCUCGAAUUAUGU. The protein sequence of the target gene is MSDEASAITSYEKFLTPEEPFPLLGPPRGVGTCPSEEPGCLDISDFGCQLSSCHRTDPLHRFHTNRWNLTSCGTSVASSEGSEELFSSVSVGDQDDCYSLLDDQDFTSFDLFPEGSVCSDVSSSISTYWDWSDSEFEWQLPGSDIASGSDVLSDVIPSIPSSPCLLPKKKNKHRNLDELPWSAMTNDEQVEYIEYLSRKVSTEMGLREQLDIIKIIDPSAQISPTDSEFIIELNCLTDEKLKQVRNYIKEHSPRQRPAREAWKRSNFSCASTSGVSGASASASSSSASMVSSASSSGSSV.... Result: 1 (interaction).